Dataset: Full USPTO retrosynthesis dataset with 1.9M reactions from patents (1976-2016). Task: Predict the reactants needed to synthesize the given product. (1) The reactants are: [Cl:1][C:2]1[CH:3]=[CH:4][C:5]([O:27][CH3:28])=[C:6]([CH:8]([NH:10][C:11]2[CH:16]=[C:15]([N:17]3[CH2:22][CH2:21][NH:20][CH2:19][CH2:18]3)[CH:14]=[CH:13][C:12]=2[S:23]([CH3:26])(=[O:25])=[O:24])[CH3:9])[CH:7]=1.Cl. Given the product [ClH:1].[Cl:1][C:2]1[CH:3]=[CH:4][C:5]([O:27][CH3:28])=[C:6]([CH:8]([NH:10][C:11]2[CH:16]=[C:15]([N:17]3[CH2:18][CH2:19][NH:20][CH2:21][CH2:22]3)[CH:14]=[CH:13][C:12]=2[S:23]([CH3:26])(=[O:24])=[O:25])[CH3:9])[CH:7]=1, predict the reactants needed to synthesize it. (2) Given the product [C:52]([C:48]1[CH:49]=[C:50]2[C:45](=[CH:46][CH:47]=1)[C:44](=[O:56])[N:43]([C:29]1[CH:30]=[CH:31][CH:32]=[C:33]([C:2]3[N:3]=[C:4]([NH:10][C:11]4[CH:16]=[CH:15][C:14]([N:17]5[CH2:22][CH2:21][O:20][CH2:19][CH2:18]5)=[CH:13][CH:12]=4)[C:5](=[O:9])[N:6]([CH3:8])[CH:7]=3)[C:28]=1[CH2:27][OH:26])[CH2:51]2)([CH3:55])([CH3:53])[CH3:54], predict the reactants needed to synthesize it. The reactants are: Br[C:2]1[N:3]=[C:4]([NH:10][C:11]2[CH:16]=[CH:15][C:14]([N:17]3[CH2:22][CH2:21][O:20][CH2:19][CH2:18]3)=[CH:13][CH:12]=2)[C:5](=[O:9])[N:6]([CH3:8])[CH:7]=1.C([O:26][CH2:27][C:28]1[C:33](B2OC(C)(C)C(C)(C)O2)=[CH:32][CH:31]=[CH:30][C:29]=1[N:43]1[CH2:51][C:50]2[C:45](=[CH:46][CH:47]=[C:48]([C:52]([CH3:55])([CH3:54])[CH3:53])[CH:49]=2)[C:44]1=[O:56])(=O)C. (3) Given the product [CH3:27][O:28][C:29]1[CH:34]=[CH:33][C:32]([N:3]2[C:4](=[O:26])[C:5]([CH2:11][C:12]3[CH:17]=[CH:16][C:15]([C:18]4[C:19]([C:24]#[N:25])=[CH:20][CH:21]=[CH:22][CH:23]=4)=[CH:14][CH:13]=3)=[C:6]([CH2:8][CH2:9][CH3:10])[N:7]=[C:2]2[CH3:1])=[CH:31][CH:30]=1, predict the reactants needed to synthesize it. The reactants are: [CH3:1][C:2]1[NH:3][C:4](=[O:26])[C:5]([CH2:11][C:12]2[CH:17]=[CH:16][C:15]([C:18]3[C:19]([C:24]#[N:25])=[CH:20][CH:21]=[CH:22][CH:23]=3)=[CH:14][CH:13]=2)=[C:6]([CH2:8][CH2:9][CH3:10])[N:7]=1.[CH3:27][O:28][C:29]1[CH:34]=[CH:33][C:32](B(O)O)=[CH:31][CH:30]=1.C(N(CC)CC)C.N1C=CC=CC=1. (4) The reactants are: [CH3:1][NH:2][C:3]([C:5]1[C:10](=[O:11])[C:9](Br)=[C:8]([CH3:13])[N:7]([CH:14]([C:16]2[CH:21]=[CH:20][C:19]([C:22]#[N:23])=[CH:18][CH:17]=2)[CH3:15])[CH:6]=1)=[O:4].[F:24][CH:25]([F:35])[C:26]1[CH:27]=[C:28](B(O)O)[CH:29]=[CH:30][CH:31]=1.C([O-])([O-])=O.[K+].[K+]. Given the product [CH3:1][NH:2][C:3]([C:5]1[C:10](=[O:11])[C:9]([C:30]2[CH:29]=[CH:28][CH:27]=[C:26]([CH:25]([F:35])[F:24])[CH:31]=2)=[C:8]([CH3:13])[N:7]([CH:14]([C:16]2[CH:21]=[CH:20][C:19]([C:22]#[N:23])=[CH:18][CH:17]=2)[CH3:15])[CH:6]=1)=[O:4], predict the reactants needed to synthesize it. (5) The reactants are: [C:1]([N:8]1[CH2:13][CH2:12][N:11]([C:14]([NH:16][C:17]2[CH:26]=[CH:25][CH:24]=[CH:23][C:18]=2[C:19]([O:21]C)=[O:20])=[O:15])[CH2:10][CH2:9]1)([O:3][C:4]([CH3:7])([CH3:6])[CH3:5])=[O:2].[OH-].[Na+]. Given the product [C:1]([N:8]1[CH2:13][CH2:12][N:11]([C:14]([NH:16][C:17]2[CH:26]=[CH:25][CH:24]=[CH:23][C:18]=2[C:19]([OH:21])=[O:20])=[O:15])[CH2:10][CH2:9]1)([O:3][C:4]([CH3:7])([CH3:6])[CH3:5])=[O:2], predict the reactants needed to synthesize it. (6) Given the product [C:1]([C:3]1[CH:8]=[CH:7][C:6]([N:9]2[CH2:14][CH2:13][CH2:12][C@H:11]([NH:15][C@@H:16]3[CH2:21][CH2:20][CH2:19][CH2:18][C@H:17]3[NH:22][C:36](=[O:46])[O:37][CH2:38][C:39]3[CH:44]=[CH:43][CH:42]=[CH:41][C:40]=3[CH3:45])[CH2:10]2)=[CH:5][CH:4]=1)#[N:2], predict the reactants needed to synthesize it. The reactants are: [C:1]([C:3]1[CH:8]=[CH:7][C:6]([N:9]2[CH2:14][CH2:13][CH2:12][C@H:11]([NH:15][C@@H:16]3[CH2:21][CH2:20][CH2:19][CH2:18][C@H:17]3[NH:22]C(=O)CC3C4C(=CC=CC=4)N(C)C=3)[CH2:10]2)=[CH:5][CH:4]=1)#[N:2].[C:36](Cl)(=[O:46])[O:37][CH2:38][C:39]1[CH:44]=[CH:43][CH:42]=[CH:41][C:40]=1[CH3:45]. (7) Given the product [CH2:18]([C:20]1[C:21]([C:28]2[CH:36]=[C:35]3[C:31]([C:32]([C:37]4[NH:38][C:39]5[CH2:44][CH2:43][N:42]([CH2:13][C:10]6[CH:11]=[CH:12][C:7]([N:1]7[CH2:2][CH2:3][CH2:4][CH2:5][CH2:6]7)=[N:8][CH:9]=6)[CH2:41][C:40]=5[N:45]=4)=[N:33][NH:34]3)=[CH:30][CH:29]=2)=[CH:22][C:23]([F:27])=[C:24]([OH:26])[CH:25]=1)[CH3:19], predict the reactants needed to synthesize it. The reactants are: [N:1]1([C:7]2[CH:12]=[CH:11][C:10]([CH:13]=O)=[CH:9][N:8]=2)[CH2:6][CH2:5][CH2:4][CH2:3][CH2:2]1.Br.Br.Br.[CH2:18]([C:20]1[C:21]([C:28]2[CH:36]=[C:35]3[C:31]([C:32]([C:37]4[NH:38][C:39]5[CH2:44][CH2:43][NH:42][CH2:41][C:40]=5[N:45]=4)=[N:33][NH:34]3)=[CH:30][CH:29]=2)=[CH:22][C:23]([F:27])=[C:24]([OH:26])[CH:25]=1)[CH3:19]. (8) Given the product [C:1]([N:4]1[CH2:9][CH2:8][CH:7]([CH2:10][C:11]([NH:13][C:14]2[CH:19]=[CH:18][C:17]([C:23]3[CH:24]=[CH:25][CH:26]=[CH:27][C:22]=3[CH3:21])=[CH:16][CH:15]=2)=[O:12])[CH2:6][CH2:5]1)(=[O:3])[CH3:2], predict the reactants needed to synthesize it. The reactants are: [C:1]([N:4]1[CH2:9][CH2:8][CH:7]([CH2:10][C:11]([NH:13][C:14]2[CH:19]=[CH:18][C:17](Br)=[CH:16][CH:15]=2)=[O:12])[CH2:6][CH2:5]1)(=[O:3])[CH3:2].[CH3:21][C:22]1[CH:27]=[CH:26][CH:25]=[CH:24][C:23]=1B(O)O. (9) Given the product [F:36][CH:33]1[CH2:32][CH2:31][N:30]([CH2:29][CH2:28][CH2:27][O:26][C:12]2[CH:11]=[C:10]3[C:15]([CH:16]([C:18]4[CH:19]=[CH:20][C:21]([O:24][CH3:25])=[CH:22][CH:23]=4)[CH2:17][NH:8][CH2:9]3)=[CH:14][CH:13]=2)[CH2:35][CH2:34]1, predict the reactants needed to synthesize it. The reactants are: C([N:8]1[CH2:17][CH:16]([C:18]2[CH:23]=[CH:22][C:21]([O:24][CH3:25])=[CH:20][CH:19]=2)[C:15]2[C:10](=[CH:11][C:12]([O:26][CH2:27][CH2:28][CH2:29][N:30]3[CH2:35][CH2:34][CH:33]([F:36])[CH2:32][CH2:31]3)=[CH:13][CH:14]=2)[CH2:9]1)C1C=CC=CC=1.C(O)(C(F)(F)F)=O. (10) Given the product [NH:17]([C:2]1[N:7]=[N:6][C:5]([C:8]2[CH:9]=[C:10]([CH:13]=[CH:14][CH:15]=2)[C:11]#[N:12])=[CH:4][CH:3]=1)[NH2:18], predict the reactants needed to synthesize it. The reactants are: Cl[C:2]1[N:7]=[N:6][C:5]([C:8]2[CH:9]=[C:10]([CH:13]=[CH:14][CH:15]=2)[C:11]#[N:12])=[CH:4][CH:3]=1.O.[NH2:17][NH2:18].